Dataset: Reaction yield outcomes from USPTO patents with 853,638 reactions. Task: Predict the reaction yield, written as a fraction of the theoretical maximum amount of product (1.0 means a 100% yield; for example, 0.34 means a 34% yield). The reactants are [Br:1][C:2]1[CH:3]=[CH:4][CH2:5][CH:6]2[C:11]=1[N:10]1[CH2:12][CH2:13][CH2:14][CH:9]1[CH2:8][NH:7]2.Br[CH2:16][C:17]([NH2:19])=[O:18].CCN(C(C)C)C(C)C. The catalyst is CN(C=O)C.O. The product is [Br:1][C:2]1[CH:3]=[CH:4][CH2:5][CH:6]2[C:11]=1[N:10]1[CH2:12][CH2:13][CH2:14][CH:9]1[CH2:8][N:7]2[CH2:16][C:17]([NH2:19])=[O:18]. The yield is 0.900.